This data is from Reaction yield outcomes from USPTO patents with 853,638 reactions. The task is: Predict the reaction yield, written as a fraction of the theoretical maximum amount of product (1.0 means a 100% yield; for example, 0.34 means a 34% yield). The reactants are [OH:1][C:2]1[N:7]([C:8]2[CH:13]=[CH:12][CH:11]=[C:10]([C:14]([F:17])([F:16])[F:15])[CH:9]=2)[C:6](=[O:18])[N:5]([CH2:19][C:20]2[CH:25]=[CH:24][CH:23]=[CH:22][CH:21]=2)[C:4](=[O:26])[C:3]=1[C:27](OCC)=[O:28].C1CCN2C(=NCCC2)CC1.[NH2:43][CH2:44][C:45]([OH:47])=[O:46]. The catalyst is C(O)C.Cl. The product is [OH:1][C:2]1[N:7]([C:8]2[CH:13]=[CH:12][CH:11]=[C:10]([C:14]([F:15])([F:16])[F:17])[CH:9]=2)[C:6](=[O:18])[N:5]([CH2:19][C:20]2[CH:21]=[CH:22][CH:23]=[CH:24][CH:25]=2)[C:4](=[O:26])[C:3]=1[C:27]([NH:43][CH2:44][C:45]([OH:47])=[O:46])=[O:28]. The yield is 0.130.